From a dataset of Full USPTO retrosynthesis dataset with 1.9M reactions from patents (1976-2016). Predict the reactants needed to synthesize the given product. (1) Given the product [C:1]([O:5][C:6](=[O:16])[NH:7][C@H:8]([CH:13]([CH3:14])[CH3:15])[C:9](=[O:12])/[CH:10]=[CH:11]/[C:18]1[CH:23]=[CH:22][CH:21]=[C:20]([O:24][CH3:25])[CH:19]=1)([CH3:4])([CH3:3])[CH3:2], predict the reactants needed to synthesize it. The reactants are: [C:1]([O:5][C:6](=[O:16])[NH:7][C@H:8]([CH:13]([CH3:15])[CH3:14])[C:9](=[O:12])[CH:10]=[CH2:11])([CH3:4])([CH3:3])[CH3:2].I[C:18]1[CH:19]=[C:20]([O:24][CH3:25])[CH:21]=[CH:22][CH:23]=1.C(N(CC)CC)C. (2) Given the product [F:1][C:2]1[CH:3]=[C:4]([CH:8]=[CH:9][C:10]=1[C:11]([F:14])([F:13])[F:12])[C:5]([NH:23][CH2:22][CH2:21][C:15]1[CH:20]=[CH:19][CH:18]=[CH:17][CH:16]=1)=[O:7], predict the reactants needed to synthesize it. The reactants are: [F:1][C:2]1[CH:3]=[C:4]([CH:8]=[CH:9][C:10]=1[C:11]([F:14])([F:13])[F:12])[C:5]([OH:7])=O.[C:15]1([CH2:21][CH2:22][NH2:23])[CH:20]=[CH:19][CH:18]=[CH:17][CH:16]=1.C(N(CC)CC)C.Cl.C(N=C=NCCCN(C)C)C.ON1C2C=CC=CC=2N=N1.C(=O)(O)[O-].[Na+]. (3) Given the product [F:26][C:13]1[C:12]([B:27]2[O:31][C:30]([CH3:33])([CH3:32])[C:29]([CH3:35])([CH3:34])[O:28]2)=[CH:17][CH:16]=[C:15]([F:18])[C:14]=1[NH:19][S:20]([CH2:23][CH2:24][CH3:25])(=[O:22])=[O:21], predict the reactants needed to synthesize it. The reactants are: BrC1C(F)=C(C(F)=CC=1)N.Br[C:12]1[C:13]([F:26])=[C:14]([NH:19][S:20]([CH2:23][CH2:24][CH3:25])(=[O:22])=[O:21])[C:15]([F:18])=[CH:16][CH:17]=1.[B:27]1([B:27]2[O:31][C:30]([CH3:33])([CH3:32])[C:29]([CH3:35])([CH3:34])[O:28]2)[O:31][C:30]([CH3:33])([CH3:32])[C:29]([CH3:35])([CH3:34])[O:28]1.C1(P(C2CCCCC2)C2CCCCC2)CCCCC1.C([O-])(=O)C.[K+]. (4) Given the product [Cl:32][C:33]1[CH:34]=[CH:35][C:36]([O:42][CH2:43][CH2:44][O:45][C:46]2[CH:51]=[CH:50][CH:49]=[CH:48][CH:47]=2)=[C:37]([CH:41]=1)[C:38]([NH:1][CH:2]1[C:8](=[O:9])[NH:7][C:6]2[CH:19]=[CH:20][CH:21]=[CH:22][C:5]=2[C:4]([C:23]2[C:24]([Cl:31])=[CH:25][C:26]([Cl:30])=[CH:27][C:28]=2[Cl:29])=[N:3]1)=[O:39], predict the reactants needed to synthesize it. The reactants are: [NH2:1][CH:2]1[C:8](=[O:9])[N:7](CC2C=CC(OC)=CC=2)[C:6]2[CH:19]=[CH:20][CH:21]=[CH:22][C:5]=2[C:4]([C:23]2[C:28]([Cl:29])=[CH:27][C:26]([Cl:30])=[CH:25][C:24]=2[Cl:31])=[N:3]1.[Cl:32][C:33]1[CH:34]=[CH:35][C:36]([O:42][CH2:43][CH2:44][O:45][C:46]2[CH:51]=[CH:50][CH:49]=[CH:48][CH:47]=2)=[C:37]([CH:41]=1)[C:38](O)=[O:39]. (5) Given the product [CH3:29][N:20]([C:14]1[CH:15]=[CH:16][CH:17]=[C:18]2[C:13]=1[NH:12][C:11]([C:9]1[S:10][CH:6]([CH2:5][C:4](=[O:30])[CH:33]=[CH2:34])[CH2:7][N:8]=1)=[CH:19]2)[S:21]([C:24]1[S:25][CH:26]=[CH:27][CH:28]=1)(=[O:22])=[O:23], predict the reactants needed to synthesize it. The reactants are: CON(C)[C:4](=[O:30])[CH2:5][CH:6]1[S:10][C:9]([C:11]2[NH:12][C:13]3[C:18]([CH:19]=2)=[CH:17][CH:16]=[CH:15][C:14]=3[N:20]([CH3:29])[S:21]([C:24]2[S:25][CH:26]=[CH:27][CH:28]=2)(=[O:23])=[O:22])=[N:8][CH2:7]1.O1CC[CH2:34][CH2:33]1.C([Mg]Br)=C.C(O)(=O)CC(CC(O)=O)(C(O)=O)O. (6) Given the product [CH2:20]([O:19][P:18]([CH2:17][C:16]1[CH:26]=[CH:27][C:13]([NH:12][C:4]2[N:3]=[C:2]([NH:37][C:38]3[CH:39]=[CH:40][C:41]([CH:49]4[CH2:50][CH:51]([OH:55])[CH:52]([OH:54])[CH2:53]4)=[C:42]4[C:46]=3[C:45](=[O:47])[N:44]([CH3:48])[CH2:43]4)[C:7]([C:8]([F:11])([F:10])[F:9])=[CH:6][N:5]=2)=[C:14]([O:28][CH3:29])[CH:15]=1)(=[O:25])[O:22][CH2:23][CH3:24])[CH3:21], predict the reactants needed to synthesize it. The reactants are: Cl[C:2]1[C:7]([C:8]([F:11])([F:10])[F:9])=[CH:6][N:5]=[C:4]([NH:12][C:13]2[CH:27]=[CH:26][C:16]([CH2:17][P:18](=[O:25])([O:22][CH2:23][CH3:24])[O:19][CH2:20][CH3:21])=[CH:15][C:14]=2[O:28][CH3:29])[N:3]=1.FC(F)(F)C(O)=O.[NH2:37][C:38]1[CH:39]=[CH:40][C:41]([CH:49]2[CH2:53][CH:52]([OH:54])[CH:51]([OH:55])[CH2:50]2)=[C:42]2[C:46]=1[C:45](=[O:47])[N:44]([CH3:48])[CH2:43]2. (7) Given the product [CH2:15]([O:14][C:12](=[O:13])/[CH:11]=[CH:17]/[C:19]1[C:24]([C:25]([O:27][CH3:28])=[O:26])=[CH:23][N:22]=[C:21]([O:29][CH3:30])[CH:20]=1)[CH3:16], predict the reactants needed to synthesize it. The reactants are: [H-].[Na+].C(OP([CH2:11][C:12]([O:14][CH2:15][CH3:16])=[O:13])(OCC)=O)C.[CH:17]([C:19]1[C:24]([C:25]([O:27][CH3:28])=[O:26])=[CH:23][N:22]=[C:21]([O:29][CH3:30])[CH:20]=1)=O. (8) The reactants are: Br[CH2:2][C:3]1[C:15]([Cl:16])=[CH:14][C:6]([C:7]([O:9][C:10]([CH3:13])([CH3:12])[CH3:11])=[O:8])=[C:5]([F:17])[CH:4]=1.[Cl:18][C:19]1[CH:20]=[C:21]([OH:28])[CH:22]=[N:23][C:24]=1[CH:25]1[CH2:27][CH2:26]1.C([O-])([O-])=O.[K+].[K+]. Given the product [Cl:16][C:15]1[C:3]([CH2:2][O:28][C:21]2[CH:22]=[N:23][C:24]([CH:25]3[CH2:27][CH2:26]3)=[C:19]([Cl:18])[CH:20]=2)=[CH:4][C:5]([F:17])=[C:6]([CH:14]=1)[C:7]([O:9][C:10]([CH3:13])([CH3:12])[CH3:11])=[O:8], predict the reactants needed to synthesize it.